Task: Regression. Given two drug SMILES strings and cell line genomic features, predict the synergy score measuring deviation from expected non-interaction effect.. Dataset: NCI-60 drug combinations with 297,098 pairs across 59 cell lines (1) Drug 1: CCC(=C(C1=CC=CC=C1)C2=CC=C(C=C2)OCCN(C)C)C3=CC=CC=C3.C(C(=O)O)C(CC(=O)O)(C(=O)O)O. Drug 2: CC1CCCC2(C(O2)CC(NC(=O)CC(C(C(=O)C(C1O)C)(C)C)O)C(=CC3=CSC(=N3)C)C)C. Cell line: SF-295. Synergy scores: CSS=57.4, Synergy_ZIP=7.82, Synergy_Bliss=7.07, Synergy_Loewe=-35.9, Synergy_HSA=5.55. (2) Drug 1: CC1OCC2C(O1)C(C(C(O2)OC3C4COC(=O)C4C(C5=CC6=C(C=C35)OCO6)C7=CC(=C(C(=C7)OC)O)OC)O)O. Drug 2: CN(CCCl)CCCl.Cl. Cell line: MOLT-4. Synergy scores: CSS=79.6, Synergy_ZIP=0.413, Synergy_Bliss=0.216, Synergy_Loewe=-5.53, Synergy_HSA=0.950. (3) Drug 1: CC12CCC(CC1=CCC3C2CCC4(C3CC=C4C5=CN=CC=C5)C)O. Drug 2: CC1=C2C(C(=O)C3(C(CC4C(C3C(C(C2(C)C)(CC1OC(=O)C(C(C5=CC=CC=C5)NC(=O)C6=CC=CC=C6)O)O)OC(=O)C7=CC=CC=C7)(CO4)OC(=O)C)O)C)OC(=O)C. Cell line: SK-MEL-28. Synergy scores: CSS=30.7, Synergy_ZIP=2.48, Synergy_Bliss=5.99, Synergy_Loewe=-10.8, Synergy_HSA=4.93.